From a dataset of Catalyst prediction with 721,799 reactions and 888 catalyst types from USPTO. Predict which catalyst facilitates the given reaction. Reactant: [CH2:1]([O:8][N:9]1[C:14]2[N:15]=[CH:16][N:17]=[CH:18][C:13]=2[C:12](OS(C(F)(F)F)(=O)=O)=[C:11]([C:27]([O:29][CH2:30][CH3:31])=[O:28])[C:10]1=[O:32])[C:2]1[CH:7]=[CH:6][CH:5]=[CH:4][CH:3]=1.[NH2:33][CH:34]1[CH2:42][C:41]2[C:36](=[CH:37][CH:38]=[CH:39][CH:40]=2)[CH2:35]1. Product: [CH2:1]([O:8][N:9]1[C:14]2[N:15]=[CH:16][N:17]=[CH:18][C:13]=2[C:12]([NH:33][CH:34]2[CH2:42][C:41]3[C:36](=[CH:37][CH:38]=[CH:39][CH:40]=3)[CH2:35]2)=[C:11]([C:27]([O:29][CH2:30][CH3:31])=[O:28])[C:10]1=[O:32])[C:2]1[CH:7]=[CH:6][CH:5]=[CH:4][CH:3]=1. The catalyst class is: 12.